Predict the product of the given reaction. From a dataset of Forward reaction prediction with 1.9M reactions from USPTO patents (1976-2016). (1) The product is: [F:1][C:2]1[CH:7]=[CH:6][C:5]([C:8]2[CH:13]=[CH:12][C:11]([CH:14]([C:16]3[CH:21]=[CH:20][CH:19]=[CH:18][CH:17]=3)[C:22]([OH:24])=[O:23])=[CH:10][CH:9]=2)=[CH:4][CH:3]=1. Given the reactants [F:1][C:2]1[CH:7]=[CH:6][C:5]([C:8]2[CH:13]=[CH:12][C:11]([CH:14]([C:16]3[CH:21]=[CH:20][CH:19]=[CH:18][CH:17]=3)O)=[CH:10][CH:9]=2)=[CH:4][CH:3]=1.[CH:22]([OH:24])=[O:23], predict the reaction product. (2) Given the reactants [OH:1][C:2]1[CH:3]=[C:4]([C:8]2[CH:13]=[CH:12][CH:11]=[CH:10][C:9]=2[N+:14]([O-:16])=[O:15])[CH:5]=[CH:6][CH:7]=1.N1C=CN=C1.[Si:22](Cl)([C:25]([CH3:28])([CH3:27])[CH3:26])([CH3:24])[CH3:23], predict the reaction product. The product is: [Si:22]([O:1][C:2]1[CH:3]=[C:4]([C:8]2[CH:13]=[CH:12][CH:11]=[CH:10][C:9]=2[N+:14]([O-:16])=[O:15])[CH:5]=[CH:6][CH:7]=1)([C:25]([CH3:28])([CH3:27])[CH3:26])([CH3:24])[CH3:23]. (3) Given the reactants [C:1]([C:4]1[CH:39]=[CH:38][C:7]([O:8][C:9]2[CH:10]=[C:11]([C:21]3[N:22](C(OC(C)(C)C)=O)[C:23]([C:26]4[S:27][CH:28]=[CH:29][N:30]=4)=[CH:24][CH:25]=3)[CH:12]=[C:13]([O:15][C@@H:16]([CH3:20])[CH2:17][O:18][CH3:19])[CH:14]=2)=[CH:6][CH:5]=1)(=[O:3])[CH3:2].FC(F)(F)C(O)=O, predict the reaction product. The product is: [CH3:19][O:18][CH2:17][C@H:16]([CH3:20])[O:15][C:13]1[CH:14]=[C:9]([CH:10]=[C:11]([C:21]2[NH:22][C:23]([C:26]3[S:27][CH:28]=[CH:29][N:30]=3)=[CH:24][CH:25]=2)[CH:12]=1)[O:8][C:7]1[CH:38]=[CH:39][C:4]([C:1](=[O:3])[CH3:2])=[CH:5][CH:6]=1. (4) Given the reactants CN(C=O)C.[CH:6]1([NH:12][C:13]2[CH:22]=[C:21]3[C:16]([C:17](=[O:38])[N:18]([CH2:29][CH2:30][NH:31][CH2:32][C:33]([O:35][CH2:36][CH3:37])=[O:34])[C:19](=[O:28])[N:20]3[CH:23]3[CH2:27][CH2:26][CH2:25][CH2:24]3)=[CH:15][C:14]=2[F:39])[CH2:11][CH2:10][CH2:9][CH2:8][CH2:7]1.C(=O)([O-])[O-].[K+].[K+].I[CH3:47].[C:48](=[S:50])=[S:49], predict the reaction product. The product is: [CH:6]1([NH:12][C:13]2[CH:22]=[C:21]3[C:16]([C:17](=[O:38])[N:18]([CH2:29][CH2:30][N:31]([CH2:32][C:33]([O:35][CH2:36][CH3:37])=[O:34])[C:48]([S:50][CH3:47])=[S:49])[C:19](=[O:28])[N:20]3[CH:23]3[CH2:27][CH2:26][CH2:25][CH2:24]3)=[CH:15][C:14]=2[F:39])[CH2:11][CH2:10][CH2:9][CH2:8][CH2:7]1. (5) Given the reactants [C:1]([O:5][C:6]([N:8]1[CH:12]=[CH:11][CH:10]=[C:9]1B(O)O)=[O:7])([CH3:4])([CH3:3])[CH3:2].Br[C:17]1[CH:18]=[C:19]([S:23]([NH2:26])(=[O:25])=[O:24])[CH:20]=[CH:21][CH:22]=1, predict the reaction product. The product is: [C:1]([O:5][C:6]([N:8]1[CH:12]=[CH:11][CH:10]=[C:9]1[C:17]1[CH:22]=[CH:21][CH:20]=[C:19]([S:23](=[O:25])(=[O:24])[NH2:26])[CH:18]=1)=[O:7])([CH3:4])([CH3:3])[CH3:2].